This data is from Forward reaction prediction with 1.9M reactions from USPTO patents (1976-2016). The task is: Predict the product of the given reaction. (1) Given the reactants C(=O)(O)[O-:2].[Na+].Cl.NO.[F:9][C:10]([F:22])([F:21])[CH2:11][O:12][C:13]1[CH:18]=[CH:17][N:16]=[C:15]([C:19]#[N:20])[CH:14]=1, predict the reaction product. The product is: [F:22][C:10]([F:9])([F:21])[CH2:11][O:12][C:13]1[CH:18]=[CH:17][N:16]=[C:15]([C:19]([NH2:20])=[O:2])[CH:14]=1. (2) The product is: [C:7]([C:6]1[CH:9]=[CH:10][C:3]([CH2:2][P:11](=[O:18])([O:15][CH2:16][CH3:17])[O:12][CH2:13][CH3:14])=[CH:4][CH:5]=1)#[N:8]. Given the reactants Cl[CH2:2][C:3]1[CH:10]=[CH:9][C:6]([C:7]#[N:8])=[CH:5][CH:4]=1.[P:11]([O:18]CC)([O:15][CH2:16][CH3:17])[O:12][CH2:13][CH3:14], predict the reaction product. (3) Given the reactants [NH2:1][C:2](=[O:44])[CH2:3][C:4]1[CH:43]=[CH:42][CH:41]=[CH:40][C:5]=1[CH2:6][CH2:7][C:8]1[C:13]([C:14]([F:17])([F:16])[F:15])=[CH:12][N:11]=[C:10]([NH:18][C:19]2[CH:24]=[CH:23][C:22]([N:25]3[CH2:30][CH2:29][N:28](C(OC(C)(C)C)=O)[CH2:27][CH2:26]3)=[CH:21][C:20]=2[O:38][CH3:39])[N:9]=1.FC(F)(F)C(O)=O, predict the reaction product. The product is: [CH3:39][O:38][C:20]1[CH:21]=[C:22]([N:25]2[CH2:30][CH2:29][NH:28][CH2:27][CH2:26]2)[CH:23]=[CH:24][C:19]=1[NH:18][C:10]1[N:9]=[C:8]([CH2:7][CH2:6][C:5]2[CH:40]=[CH:41][CH:42]=[CH:43][C:4]=2[CH2:3][C:2]([NH2:1])=[O:44])[C:13]([C:14]([F:16])([F:17])[F:15])=[CH:12][N:11]=1. (4) Given the reactants [CH2:1]([C:3]1[CH:8]=[CH:7][C:6]([CH:9]2[CH2:14][N:13]([C:15]([N:17]3[CH2:22][CH2:21][O:20][CH2:19][CH2:18]3)=[O:16])[CH2:12][CH:11]([C:23]([NH:25][CH2:26][C:27]#[CH:28])=[O:24])[CH2:10]2)=[CH:5][CH:4]=1)[CH3:2], predict the reaction product. The product is: [CH2:1]([C:3]1[CH:8]=[CH:7][C:6]([CH:9]2[CH2:10][CH:11]([C:23]3[O:24][C:27]([CH3:28])=[CH:26][N:25]=3)[CH2:12][N:13]([C:15]([N:17]3[CH2:18][CH2:19][O:20][CH2:21][CH2:22]3)=[O:16])[CH2:14]2)=[CH:5][CH:4]=1)[CH3:2]. (5) Given the reactants [Br:1][C:2]1[CH:7]=[C:6]([C:8]2[N:9](CC3C=CC(OC)=CC=3OC)[CH:10]=[N:11][C:12]=2[C:13]2[CH:18]=[CH:17][C:16]([F:19])=[CH:15][CH:14]=2)[CH:5]=[CH:4][N:3]=1.FC(F)(F)C(O)=O.C([O-])(O)=O.[Na+], predict the reaction product. The product is: [Br:1][C:2]1[CH:7]=[C:6]([C:8]2[NH:9][CH:10]=[N:11][C:12]=2[C:13]2[CH:14]=[CH:15][C:16]([F:19])=[CH:17][CH:18]=2)[CH:5]=[CH:4][N:3]=1. (6) Given the reactants [OH:1][C:2]1[CH:29]=[CH:28][C:5]([O:6][CH2:7][CH2:8][CH2:9][C:10]2[CH:27]=[CH:26][C:13]([O:14][CH2:15][C:16]3[CH:25]=[CH:24][CH:23]=[CH:22][C:17]=3[C:18]([O:20][CH3:21])=[O:19])=[CH:12][CH:11]=2)=[CH:4][CH:3]=1.C(N(CC)CC)C.[CH3:37][S:38](Cl)(=[O:40])=[O:39], predict the reaction product. The product is: [CH3:37][S:38]([O:1][C:2]1[CH:3]=[CH:4][C:5]([O:6][CH2:7][CH2:8][CH2:9][C:10]2[CH:27]=[CH:26][C:13]([O:14][CH2:15][C:16]3[CH:25]=[CH:24][CH:23]=[CH:22][C:17]=3[C:18]([O:20][CH3:21])=[O:19])=[CH:12][CH:11]=2)=[CH:28][CH:29]=1)(=[O:40])=[O:39]. (7) Given the reactants [CH:1]1[C:10]2[C:5](=[CH:6][CH:7]=[CH:8][CH:9]=2)[CH:4]=[CH:3][C:2]=1[SH:11].Br[C:13]1[C:14]2[C:19]([CH:20]=[C:21]3[C:26]=1[CH:25]=[CH:24][CH:23]=[CH:22]3)=[CH:18][CH:17]=[CH:16][CH:15]=2.C([O-])([O-])=O.[K+].[K+].C(O)CO, predict the reaction product. The product is: [CH:15]1[C:14]2[C:19](=[CH:20][C:21]3[C:26]([C:13]=2[S:11][C:2]2[CH:3]=[CH:4][C:5]4[C:10](=[CH:9][CH:8]=[CH:7][CH:6]=4)[CH:1]=2)=[CH:25][CH:24]=[CH:23][CH:22]=3)[CH:18]=[CH:17][CH:16]=1. (8) Given the reactants C(OC(=O)[NH:7][C@@H:8]([C@H:10]([C:13]1[O:14][CH:15]=[C:16]([C:18](=[O:20])[NH2:19])[N:17]=1)[CH2:11][CH3:12])[CH3:9])(C)(C)C.[ClH:22], predict the reaction product. The product is: [ClH:22].[NH2:7][C@@H:8]([C@H:10]([C:13]1[O:14][CH:15]=[C:16]([C:18]([NH2:19])=[O:20])[N:17]=1)[CH2:11][CH3:12])[CH3:9]. (9) Given the reactants [O:1]1[C:5]2[CH:6]=[CH:7][C:8]([CH2:10][C:11]([OH:13])=O)=[CH:9][C:4]=2[O:3][CH2:2]1.[NH2:14][C:15]1[CH:23]=[C:22]([S:24](=[O:27])(=[O:26])[NH2:25])[CH:21]=[CH:20][C:16]=1[C:17]([OH:19])=[O:18], predict the reaction product. The product is: [O:1]1[C:5]2[CH:6]=[CH:7][C:8]([CH2:10][C:11]([NH:14][C:15]3[CH:23]=[C:22]([S:24](=[O:27])(=[O:26])[NH2:25])[CH:21]=[CH:20][C:16]=3[C:17]([OH:19])=[O:18])=[O:13])=[CH:9][C:4]=2[O:3][CH2:2]1.